Dataset: Reaction yield outcomes from USPTO patents with 853,638 reactions. Task: Predict the reaction yield, written as a fraction of the theoretical maximum amount of product (1.0 means a 100% yield; for example, 0.34 means a 34% yield). The reactants are C([O-])(O)=O.[Na+].[CH2:6]([O:13][C:14]1[CH:19]=[C:18]([O:20][CH2:21][C:22]2[CH:27]=[CH:26][CH:25]=[CH:24][CH:23]=2)[C:17]([CH:28]([CH3:30])[CH3:29])=[CH:16][C:15]=1[C:31]1[O:35][N:34]=[C:33]([C:36]([NH:38][CH2:39][CH3:40])=[O:37])[C:32]=1I)[C:7]1[CH:12]=[CH:11][CH:10]=[CH:9][CH:8]=1.[CH:42]([C:44]1[S:48][C:47](B(O)O)=[CH:46][CH:45]=1)=[O:43].O. The catalyst is CN(C=O)C.Cl[Pd](Cl)([P](C1C=CC=CC=1)(C1C=CC=CC=1)C1C=CC=CC=1)[P](C1C=CC=CC=1)(C1C=CC=CC=1)C1C=CC=CC=1. The product is [CH2:6]([O:13][C:14]1[CH:19]=[C:18]([O:20][CH2:21][C:22]2[CH:27]=[CH:26][CH:25]=[CH:24][CH:23]=2)[C:17]([CH:28]([CH3:30])[CH3:29])=[CH:16][C:15]=1[C:31]1[O:35][N:34]=[C:33]([C:36]([NH:38][CH2:39][CH3:40])=[O:37])[C:32]=1[C:47]1[S:48][C:44]([CH:42]=[O:43])=[CH:45][CH:46]=1)[C:7]1[CH:12]=[CH:11][CH:10]=[CH:9][CH:8]=1. The yield is 0.420.